Task: Predict the reactants needed to synthesize the given product.. Dataset: Full USPTO retrosynthesis dataset with 1.9M reactions from patents (1976-2016) (1) Given the product [CH2:1]([O:3][C:4](=[O:28])[CH2:5][C:6]1[CH:7]=[C:8]([C:14]2[CH:19]=[CH:18][C:17]([C:20]([F:23])([F:21])[F:22])=[CH:16][C:15]=2[CH2:24][N:25]([CH2:26][CH3:27])[C:38]([NH:48][CH2:47][C:46]2[CH:49]=[CH:50][C:43]([Cl:42])=[CH:44][CH:45]=2)=[O:39])[C:9]([O:12][CH3:13])=[CH:10][CH:11]=1)[CH3:2], predict the reactants needed to synthesize it. The reactants are: [CH2:1]([O:3][C:4](=[O:28])[CH2:5][C:6]1[CH:7]=[C:8]([C:14]2[CH:19]=[CH:18][C:17]([C:20]([F:23])([F:22])[F:21])=[CH:16][C:15]=2[CH2:24][NH:25][CH2:26][CH3:27])[C:9]([O:12][CH3:13])=[CH:10][CH:11]=1)[CH3:2].C(N(C(C)C)CC)(C)C.[C:38](Cl)(Cl)=[O:39].[Cl:42][C:43]1[CH:50]=[CH:49][C:46]([CH2:47][NH2:48])=[CH:45][CH:44]=1.C(N(CC)CC)C. (2) Given the product [CH3:25][O:24][CH2:23][CH2:22][O:21][C:19]1[CH:18]=[CH:17][C:16](/[CH:26]=[CH:27]/[C:28](=[O:30])[NH:51][S:48]([CH2:43][CH2:44][CH2:45][CH2:46][CH3:47])(=[O:50])=[O:49])=[C:15]([CH:20]=1)[O:14][CH:11]1[CH2:12][CH2:13][N:8]([C:6]([O:5][C:1]([CH3:2])([CH3:4])[CH3:3])=[O:7])[CH2:9][CH2:10]1, predict the reactants needed to synthesize it. The reactants are: [C:1]([O:5][C:6]([N:8]1[CH2:13][CH2:12][CH:11]([O:14][C:15]2[CH:20]=[C:19]([O:21][CH2:22][CH2:23][O:24][CH3:25])[CH:18]=[CH:17][C:16]=2/[CH:26]=[CH:27]/[C:28]([OH:30])=O)[CH2:10][CH2:9]1)=[O:7])([CH3:4])([CH3:3])[CH3:2].Cl.C(N=C=NCCCN(C)C)C.[CH2:43]([S:48]([NH2:51])(=[O:50])=[O:49])[CH2:44][CH2:45][CH2:46][CH3:47].O. (3) Given the product [C:8]([O:7][C@@H:6]1[C@@H:11]([O:12][C:13](=[O:15])[CH3:14])[C@H:16]([O:17][C:18](=[O:20])[CH3:19])[C@@H:21]([CH2:23][O:24][C:25](=[O:27])[CH3:26])[O:22][C@H:5]1[S:39][C:30]1[CH:31]=[C:32]([C:35]([CH3:37])([CH3:36])[CH3:38])[CH:33]=[CH:34][C:29]=1[CH3:28])(=[O:10])[CH3:9], predict the reactants needed to synthesize it. The reactants are: C(O[C@@H:5]1[O:22][C@H:21]([CH2:23][O:24][C:25](=[O:27])[CH3:26])[C@@H:16]([O:17][C:18](=[O:20])[CH3:19])[C@H:11]([O:12][C:13](=[O:15])[CH3:14])[C@H:6]1[O:7][C:8](=[O:10])[CH3:9])(=O)C.[CH3:28][C:29]1[CH:34]=[CH:33][C:32]([C:35]([CH3:38])([CH3:37])[CH3:36])=[CH:31][C:30]=1[SH:39].B(F)(F)F.CCOCC. (4) Given the product [Cl:1][C:2]1[CH:3]=[CH:4][C:5]2[NH:11][C:10](=[O:23])[CH:9]([CH2:24][N:25]3[C:29]([CH2:30][C:31]([O:33][CH2:34][CH3:35])=[O:32])=[N:28][N:27]=[N:26]3)[CH2:8][CH:7]([C:36]3[CH:41]=[CH:40][CH:39]=[C:38]([O:42][CH3:43])[C:37]=3[O:44][CH3:45])[C:6]=2[CH:46]=1, predict the reactants needed to synthesize it. The reactants are: [Cl:1][C:2]1[CH:3]=[CH:4][C:5]2[N:11](CC3C=CC(OC)=CC=3OC)[C:10](=[O:23])[CH:9]([CH2:24][N:25]3[C:29]([CH2:30][C:31]([O:33][CH2:34][CH3:35])=[O:32])=[N:28][N:27]=[N:26]3)[CH2:8][CH:7]([C:36]3[CH:41]=[CH:40][CH:39]=[C:38]([O:42][CH3:43])[C:37]=3[O:44][CH3:45])[C:6]=2[CH:46]=1.[N+]([O-])(O)=O.[N+]([O-])(O)=O.[N+]([O-])(O)=O.[N+]([O-])(O)=O.[N+]([O-])(O)=O.[N+]([O-])(O)=O.[Ce].C(=O)(O)[O-].[Na+].C(OCC)(=O)C.